Predict the reactants needed to synthesize the given product. From a dataset of Full USPTO retrosynthesis dataset with 1.9M reactions from patents (1976-2016). (1) Given the product [CH3:1][N:2]1[C:10]2[C:5](=[CH:6][CH:7]=[CH:8][CH:9]=2)[C:4]([CH2:11][OH:12])=[N:3]1, predict the reactants needed to synthesize it. The reactants are: [CH3:1][N:2]1[C:10]2[C:5](=[CH:6][CH:7]=[CH:8][CH:9]=2)[C:4]([C:11](O)=[O:12])=[N:3]1.CCN(CC)CC.ClC(OCC(C)C)=O.[BH4-].[Na+]. (2) Given the product [Cl:41][C:39]1[CH:38]=[CH:37][C:36]([O:42][CH3:43])=[C:35]([C:27]2[C:26]([C:24]([OH:25])=[O:23])=[CH:31][C:30]([N+:32]([O-:34])=[O:33])=[CH:29][CH:28]=2)[CH:40]=1, predict the reactants needed to synthesize it. The reactants are: FC1C=CC(OC)=C(C2C(C(O)=O)=CC([N+]([O-])=O)=CC=2)C=1.C[O:23][C:24]([C:26]1[C:27]([C:35]2[CH:40]=[C:39]([Cl:41])[CH:38]=[CH:37][C:36]=2[O:42][CH3:43])=[CH:28][CH:29]=[C:30]([N+:32]([O-:34])=[O:33])[CH:31]=1)=[O:25]. (3) Given the product [CH3:23][S:20]([C:16]1[CH:15]=[C:14]([N:9]2[CH:10]=[CH:11][C:12](=[O:13])[C:7]([C:5]3[N:31]([C:26]4[CH:27]=[CH:28][CH:29]=[CH:30][N:25]=4)[N:2]=[CH:3][CH:4]=3)=[N:8]2)[CH:19]=[CH:18][CH:17]=1)(=[O:22])=[O:21], predict the reactants needed to synthesize it. The reactants are: C[N:2](C)/[CH:3]=[CH:4]/[C:5]([C:7]1[C:12](=[O:13])[CH:11]=[CH:10][N:9]([C:14]2[CH:19]=[CH:18][CH:17]=[C:16]([S:20]([CH3:23])(=[O:22])=[O:21])[CH:15]=2)[N:8]=1)=O.[N:25]1[CH:30]=[CH:29][CH:28]=[CH:27][C:26]=1[NH:31]N. (4) Given the product [F:13][C:14]([F:20])([F:19])[C:15]1[N:3]2[CH2:4][CH2:5][CH:6]([C:8]([O:10][CH2:11][CH3:12])=[O:9])[CH2:7][C:2]2=[N:18][N:17]=1, predict the reactants needed to synthesize it. The reactants are: S=[C:2]1[CH2:7][CH:6]([C:8]([O:10][CH2:11][CH3:12])=[O:9])[CH2:5][CH2:4][NH:3]1.[F:13][C:14]([F:20])([F:19])[C:15]([NH:17][NH2:18])=O.